From a dataset of Forward reaction prediction with 1.9M reactions from USPTO patents (1976-2016). Predict the product of the given reaction. (1) Given the reactants [Br:1][C:2]1[C:3]([F:20])=[C:4]([CH:17]=[CH:18][CH:19]=1)/[CH:5]=[C:6]1\[C:7](=[O:16])[NH:8][C:9]2[C:10]\1=[N:11][CH:12]=[C:13]([Cl:15])[CH:14]=2.[Li+].[OH-].[CH3:23][C:24]([CH3:48])([CH3:47])[CH2:25]/[CH:26]=[N:27]/[CH2:28][C:29]([NH:31][C:32]1[CH:44]=[CH:43][C:35]([O:36][CH2:37][CH2:38][O:39]C(=O)C)=[CH:34][C:33]=1[O:45][CH3:46])=[O:30].[OH-].[Na+], predict the reaction product. The product is: [Br:1][C:2]1[C:3]([F:20])=[C:4]([CH:5]2[C:6]3([C:10]4=[N:11][CH:12]=[C:13]([Cl:15])[CH:14]=[C:9]4[NH:8][C:7]3=[O:16])[CH:26]([CH2:25][C:24]([CH3:48])([CH3:47])[CH3:23])[NH:27][CH:28]2[C:29]([NH:31][C:32]2[CH:44]=[CH:43][C:35]([O:36][CH2:37][CH2:38][OH:39])=[CH:34][C:33]=2[O:45][CH3:46])=[O:30])[CH:17]=[CH:18][CH:19]=1. (2) The product is: [OH:1][C:2]1[C:3]([CH3:18])=[C:4]2[C:9](=[C:10]([CH3:13])[C:11]=1[CH3:12])[O:8][C:7]([CH3:17])([C:14]([N:21]([CH3:22])[CH3:20])=[O:15])[CH2:6][CH2:5]2. Given the reactants [OH:1][C:2]1[C:3]([CH3:18])=[C:4]2[C:9](=[C:10]([CH3:13])[C:11]=1[CH3:12])[O:8][C:7]([CH3:17])([C:14](O)=[O:15])[CH2:6][CH2:5]2.C1N=[CH:22][N:21](C(N2C=NC=C2)=O)[CH:20]=1.C1COCC1, predict the reaction product. (3) Given the reactants CC(C)([O-])C.[K+].CO[C:9](=[O:19])[CH:10]([O:12][C:13]([CH3:18])([CH3:17])[C:14](=[O:16])[CH3:15])[CH3:11], predict the reaction product. The product is: [CH3:18][C:13]1([CH3:17])[C:14](=[O:16])[CH2:15][C:9](=[O:19])[CH:10]([CH3:11])[O:12]1. (4) Given the reactants [C:1]([O:5][C:6]([NH:8][CH2:9][C:10]1[CH:25]=[CH:24][C:23]([F:26])=[CH:22][C:11]=1[O:12][CH2:13][CH2:14][CH2:15][CH2:16][C:17]([O:19]CC)=[O:18])=[O:7])([CH3:4])([CH3:3])[CH3:2].[OH-].[Na+], predict the reaction product. The product is: [C:1]([O:5][C:6]([NH:8][CH2:9][C:10]1[CH:25]=[CH:24][C:23]([F:26])=[CH:22][C:11]=1[O:12][CH2:13][CH2:14][CH2:15][CH2:16][C:17]([OH:19])=[O:18])=[O:7])([CH3:4])([CH3:2])[CH3:3]. (5) Given the reactants [F:1][C:2]([F:23])([F:22])[C:3]([C:9]1[CH:14]=[CH:13][C:12]([N:15]2[CH2:20][CH2:19][NH:18][C@H:17]([CH3:21])[CH2:16]2)=[CH:11][CH:10]=1)([OH:8])[C:4]([F:7])([F:6])[F:5].[S:24]1[CH:28]=[CH:27][CH:26]=[C:25]1[S:29](Cl)(=[O:31])=[O:30].C(N(CC)CC)C, predict the reaction product. The product is: [F:23][C:2]([F:1])([F:22])[C:3]([C:9]1[CH:10]=[CH:11][C:12]([N:15]2[CH2:20][CH2:19][N:18]([S:29]([C:25]3[S:24][CH:28]=[CH:27][CH:26]=3)(=[O:31])=[O:30])[C@H:17]([CH3:21])[CH2:16]2)=[CH:13][CH:14]=1)([OH:8])[C:4]([F:7])([F:6])[F:5]. (6) Given the reactants [Br:1][C:2]1[CH:3]=[CH:4][C:5]([O:20][CH2:21][C:22]([F:25])([F:24])[F:23])=[C:6]([CH:19]=1)/[CH:7]=[C:8]1\[C:9](=[O:18])[NH:10][C:11]2[C:16]\1=[CH:15][CH:14]=[C:13]([Cl:17])[CH:12]=2.[C:26]([O:30][C:31](O[C:31]([O:30][C:26]([CH3:29])([CH3:28])[CH3:27])=[O:32])=[O:32])([CH3:29])([CH3:28])[CH3:27], predict the reaction product. The product is: [C:26]([O:30][C:31]([N:10]1[C:11]2[C:16](=[CH:15][CH:14]=[C:13]([Cl:17])[CH:12]=2)/[C:8](=[CH:7]/[C:6]2[CH:19]=[C:2]([Br:1])[CH:3]=[CH:4][C:5]=2[O:20][CH2:21][C:22]([F:24])([F:25])[F:23])/[C:9]1=[O:18])=[O:32])([CH3:29])([CH3:28])[CH3:27]. (7) Given the reactants [Br:1][C:2]1[CH:3]=[C:4]2[C:11]3([C:15](=[O:16])[NH:14][C:13](=[S:17])[NH:12]3)[CH2:10][CH:9]([C:18]3[CH:23]=[CH:22][CH:21]=[CH:20][CH:19]=3)[O:8][C:5]2=[CH:6][CH:7]=1.[C:24]([O-])([O-])=O.[K+].[K+].[CH2:30](Br)[CH2:31][CH3:32].[CH3:34][C:35]#N, predict the reaction product. The product is: [Br:1][C:2]1[CH:3]=[C:4]2[C@:11]3([C:15](=[O:16])[N:14]([CH2:30][CH2:31][CH3:32])[C:13]([S:17][CH2:24][CH2:35][CH3:34])=[N:12]3)[CH2:10][C@H:9]([C:18]3[CH:19]=[CH:20][CH:21]=[CH:22][CH:23]=3)[O:8][C:5]2=[CH:6][CH:7]=1. (8) Given the reactants [C:1]([C:3]1[CH:8]=[CH:7][C:6]([C:9]2[CH:10]=[N:11][N:12]([C:15]3[CH:23]=[CH:22][C:18]([C:19](O)=[O:20])=[CH:17][N:16]=3)[C:13]=2[OH:14])=[C:5]([CH3:24])[CH:4]=1)#[N:2].N1(O)C2C=CC=CC=2N=N1.Cl.C(N=C=NCCCN(C)C)C.C(N(C(C)C)C(C)C)C.Cl.Cl.[CH2:58]([N:60]1[CH2:65][CH2:64][NH:63][C@H:62]([CH3:66])[CH2:61]1)[CH3:59].Cl, predict the reaction product. The product is: [CH2:58]([N:60]1[CH2:65][CH2:64][N:63]([C:19]([C:18]2[CH:22]=[CH:23][C:15]([N:12]3[C:13]([OH:14])=[C:9]([C:6]4[CH:7]=[CH:8][C:3]([C:1]#[N:2])=[CH:4][C:5]=4[CH3:24])[CH:10]=[N:11]3)=[N:16][CH:17]=2)=[O:20])[C@H:62]([CH3:66])[CH2:61]1)[CH3:59].